From a dataset of Peptide-MHC class I binding affinity with 185,985 pairs from IEDB/IMGT. Regression. Given a peptide amino acid sequence and an MHC pseudo amino acid sequence, predict their binding affinity value. This is MHC class I binding data. (1) The peptide sequence is RVGIYFGMK. The MHC is HLA-A25:01 with pseudo-sequence HLA-A25:01. The binding affinity (normalized) is 0.0847. (2) The peptide sequence is VLTGNLQTL. The MHC is HLA-B27:05 with pseudo-sequence HLA-B27:05. The binding affinity (normalized) is 0.0847. (3) The MHC is HLA-B15:01 with pseudo-sequence HLA-B15:01. The peptide sequence is AITTSNCAK. The binding affinity (normalized) is 0.0847. (4) The peptide sequence is QMDGAILVV. The MHC is HLA-A02:12 with pseudo-sequence HLA-A02:12. The binding affinity (normalized) is 0.744. (5) The peptide sequence is CDKHYWDAI. The MHC is Mamu-B8701 with pseudo-sequence Mamu-B8701. The binding affinity (normalized) is 0.121. (6) The peptide sequence is VGVIMYSVF. The MHC is H-2-Kb with pseudo-sequence H-2-Kb. The binding affinity (normalized) is 0.508. (7) The MHC is HLA-A02:02 with pseudo-sequence HLA-A02:02. The peptide sequence is KIFNNNYKT. The binding affinity (normalized) is 0.237. (8) The peptide sequence is AIFQSSMTK. The MHC is HLA-A31:01 with pseudo-sequence HLA-A31:01. The binding affinity (normalized) is 0.238. (9) The peptide sequence is LYNTVAVLY. The MHC is HLA-B08:02 with pseudo-sequence HLA-B08:02. The binding affinity (normalized) is 0.0847. (10) The peptide sequence is YEFLGELAL. The MHC is HLA-B39:01 with pseudo-sequence HLA-B39:01. The binding affinity (normalized) is 0.851.